Dataset: Full USPTO retrosynthesis dataset with 1.9M reactions from patents (1976-2016). Task: Predict the reactants needed to synthesize the given product. (1) Given the product [C:10]([N:7]1[CH2:8][CH2:9][C:4]([CH2:1][CH:2]=[O:23])([OH:13])[CH2:5][CH2:6]1)(=[O:12])[CH3:11], predict the reactants needed to synthesize it. The reactants are: [CH2:1]([C:4]1([OH:13])[CH2:9][CH2:8][N:7]([C:10](=[O:12])[CH3:11])[CH2:6][CH2:5]1)[CH:2]=C.N1C(C)=CC=CC=1C.I([O-])(=O)(=O)=[O:23].[Na+]. (2) The reactants are: O1CCCC1.[NH2:6][C:7]1[C:12]([C:13]2[O:17][N:16]=[C:15]([CH2:18][C:19]3[CH:24]=[CH:23][C:22]([OH:25])=[CH:21][CH:20]=3)[CH:14]=2)=[CH:11][CH:10]=[C:9]([NH2:26])[N:8]=1.[OH-].[Na+].[Cl:29][C:30]1[CH:35]=[CH:34][N:33]=[C:32]([CH2:36]Cl)[CH:31]=1. Given the product [Cl:29][C:30]1[CH:35]=[CH:34][N:33]=[C:32]([CH2:36][O:25][C:22]2[CH:23]=[CH:24][C:19]([CH2:18][C:15]3[CH:14]=[C:13]([C:12]4[C:7]([NH2:6])=[N:8][C:9]([NH2:26])=[CH:10][CH:11]=4)[O:17][N:16]=3)=[CH:20][CH:21]=2)[CH:31]=1, predict the reactants needed to synthesize it. (3) Given the product [NH2:35][CH2:34][CH2:33][N:26]1[C:27](=[O:30])[CH:28]=[CH:29][C:24]([C:19]2[N:18]=[C:17]([NH:16][C:14]([C:11]3([C:9]4[CH:8]=[CH:7][C:5]5[O:6][C:2]([F:1])([F:31])[O:3][C:4]=5[CH:10]=4)[CH2:13][CH2:12]3)=[O:15])[CH:22]=[CH:21][C:20]=2[CH3:23])=[CH:25]1, predict the reactants needed to synthesize it. The reactants are: [F:1][C:2]1([F:31])[O:6][C:5]2[CH:7]=[CH:8][C:9]([C:11]3([C:14]([NH:16][C:17]4[CH:22]=[CH:21][C:20]([CH3:23])=[C:19]([C:24]5[CH:29]=[CH:28][C:27](=[O:30])[NH:26][CH:25]=5)[N:18]=4)=[O:15])[CH2:13][CH2:12]3)=[CH:10][C:4]=2[O:3]1.Br[CH2:33][CH2:34][NH:35]C(=O)OCCCC.C(=O)([O-])[O-].[K+].[K+]. (4) The reactants are: F[C:2]1[CH:9]=[C:8]([N:10]2[C:22]3[CH:21]=[CH:20][CH:19]=[C:18]([C:23]4[CH:24]=[N:25][C:26]5[C:31]([CH:32]=4)=[CH:30][CH:29]=[CH:28][CH:27]=5)[C:17]=3[C:16]3[C:11]2=[CH:12][CH:13]=[CH:14][CH:15]=3)[CH:7]=[CH:6][C:3]=1[C:4]#[N:5].C(=O)([O-])[O-].[K+].[K+].[CH3:39][N:40]1[CH:45]2[CH2:46][CH2:47][CH:41]1[CH2:42][CH:43]([NH2:48])[CH2:44]2.[OH-:49].[Na+].OO. Given the product [CH3:39][N:40]1[CH:45]2[CH2:46][CH2:47][CH:41]1[CH2:42][CH:43]([NH:48][C:2]1[CH:9]=[C:8]([N:10]3[C:22]4[CH:21]=[CH:20][CH:19]=[C:18]([C:23]5[CH:24]=[N:25][C:26]6[C:31]([CH:32]=5)=[CH:30][CH:29]=[CH:28][CH:27]=6)[C:17]=4[C:16]4[C:11]3=[CH:12][CH:13]=[CH:14][CH:15]=4)[CH:7]=[CH:6][C:3]=1[C:4]([NH2:5])=[O:49])[CH2:44]2, predict the reactants needed to synthesize it. (5) Given the product [Br:3][C:4]1[CH:5]=[C:6]([CH:16]=[CH:17][CH:18]=1)[CH2:7][N:8]([CH3:20])[C:9](=[O:15])[O:10][C:11]([CH3:14])([CH3:13])[CH3:12], predict the reactants needed to synthesize it. The reactants are: [H-].[Na+].[Br:3][C:4]1[CH:5]=[C:6]([CH:16]=[CH:17][CH:18]=1)[CH2:7][NH:8][C:9](=[O:15])[O:10][C:11]([CH3:14])([CH3:13])[CH3:12].I[CH3:20]. (6) Given the product [F:1][C:2]([CH:14]1[CH2:19][CH2:18][NH:17][CH2:16][CH2:15]1)([S:4]([C:7]1[CH:12]=[CH:11][CH:10]=[C:9]([F:13])[CH:8]=1)(=[O:6])=[O:5])[CH3:3], predict the reactants needed to synthesize it. The reactants are: [F:1][C:2]([CH:14]1[CH2:19][CH2:18][N:17](C(OC(C)(C)C)=O)[CH2:16][CH2:15]1)([S:4]([C:7]1[CH:12]=[CH:11][CH:10]=[C:9]([F:13])[CH:8]=1)(=[O:6])=[O:5])[CH3:3].C(O)(C(F)(F)F)=O.C(=O)([O-])[O-]. (7) Given the product [F:2][C:3]1[CH:4]=[C:5]([CH2:11][CH2:12][C:13]([OH:15])=[O:14])[CH:6]=[CH:7][C:8]=1[OH:9], predict the reactants needed to synthesize it. The reactants are: Cl.[F:2][C:3]1[CH:4]=[C:5]([CH2:11][CH2:12][C:13]([OH:15])=[O:14])[CH:6]=[CH:7][C:8]=1[O:9]C.